Dataset: Full USPTO retrosynthesis dataset with 1.9M reactions from patents (1976-2016). Task: Predict the reactants needed to synthesize the given product. (1) Given the product [F:18][C:19]1[CH:20]=[CH:21][C:22]([C:28]2[N:29]=[CH:30][CH:31]=[CH:32][N:33]=2)=[C:23]([CH:27]=1)[C:24]([NH:17][C@@H:15]([CH3:16])[CH2:14][N:12]1[CH:13]=[C:9]([C:6]2[CH:5]=[CH:4][C:3]([F:2])=[CH:8][CH:7]=2)[CH:10]=[N:11]1)=[O:25], predict the reactants needed to synthesize it. The reactants are: Cl.[F:2][C:3]1[CH:8]=[CH:7][C:6]([C:9]2[CH:10]=[N:11][N:12]([CH2:14][C@@H:15]([NH2:17])[CH3:16])[CH:13]=2)=[CH:5][CH:4]=1.[F:18][C:19]1[CH:20]=[CH:21][C:22]([C:28]2[N:33]=[CH:32][CH:31]=[CH:30][N:29]=2)=[C:23]([CH:27]=1)[C:24](O)=[O:25]. (2) Given the product [Cl:54][C:55]1[N:56]=[N:57][C:58]([NH:53][C:51]([NH:50][CH3:49])=[O:52])=[CH:59][C:60]=1[C:61]([F:64])([CH3:63])[CH3:62], predict the reactants needed to synthesize it. The reactants are: C1(P(C2C=CC=CC=2)C2C3OC4C(=CC=CC=4P(C4C=CC=CC=4)C4C=CC=CC=4)C(C)(C)C=3C=CC=2)C=CC=CC=1.C(=O)([O-])[O-].[K+].[K+].[CH3:49][NH:50][C:51]([NH2:53])=[O:52].[Cl:54][C:55]1[N:56]=[N:57][C:58](Cl)=[CH:59][C:60]=1[C:61]([F:64])([CH3:63])[CH3:62]. (3) The reactants are: [Br:1][C:2]1[CH:7]=[CH:6][C:5]([CH2:8][C:9]#N)=[C:4]([O:11][CH3:12])[CH:3]=1.[OH-:13].[Na+].C[OH:16]. Given the product [Br:1][C:2]1[CH:7]=[CH:6][C:5]([CH2:8][C:9]([OH:16])=[O:13])=[C:4]([O:11][CH3:12])[CH:3]=1, predict the reactants needed to synthesize it. (4) Given the product [F:9][C:7]1[CH:8]=[C:3]([CH:4]=[C:5]([C@H:10]2[CH2:14][C@H:13]([F:15])[CH2:12][NH:11]2)[CH:6]=1)[C:1]#[N:2], predict the reactants needed to synthesize it. The reactants are: [C:1]([C:3]1[CH:4]=[C:5]([C@H:10]2[CH2:14][C@H:13]([F:15])[CH2:12][N:11]2C(OC(C)(C)C)=O)[CH:6]=[C:7]([F:9])[CH:8]=1)#[N:2].C(O)(C(F)(F)F)=O. (5) Given the product [CH3:6][O:7][C:8]1[CH:9]=[C:10]([C:16]2[NH:5][C:23](=[O:25])[C:22]3[N:18]([N:19]=[CH:20][CH:21]=3)[CH:17]=2)[CH:11]=[CH:12][C:13]=1[O:14][CH3:15], predict the reactants needed to synthesize it. The reactants are: C([O-])(=O)C.[NH4+:5].[CH3:6][O:7][C:8]1[CH:9]=[C:10]([C:16](=O)[CH2:17][N:18]2[C:22]([C:23]([O:25]CC)=O)=[CH:21][CH:20]=[N:19]2)[CH:11]=[CH:12][C:13]=1[O:14][CH3:15]. (6) Given the product [N:17]1[CH:18]=[CH:19][CH:20]=[CH:21][C:16]=1[C:11]1([OH:22])[CH2:12][CH:13]2[NH:8][CH:9]([CH2:15][CH2:14]2)[CH2:10]1, predict the reactants needed to synthesize it. The reactants are: C(OC([N:8]1[CH:13]2[CH2:14][CH2:15][CH:9]1[CH2:10][C:11]([OH:22])([C:16]1[CH:21]=[CH:20][CH:19]=[CH:18][N:17]=1)[CH2:12]2)=O)(C)(C)C. (7) Given the product [CH3:1][O:2][C:3]1[CH:4]=[C:5]([NH:15][C:16]2[N:21]=[C:20]([C:50]([OH:46])([CH3:49])[CH3:40])[CH:19]=[C:18]([C:27]3[CH:28]=[CH:29][C:30]([CH2:33][F:35])=[CH:31][CH:32]=3)[N:17]=2)[CH:6]=[CH:7][C:8]=1[N:9]1[CH:13]=[C:12]([CH3:14])[N:11]=[CH:10]1, predict the reactants needed to synthesize it. The reactants are: [CH3:1][O:2][C:3]1[CH:4]=[C:5]([NH:15][C:16]2[N:21]=[C:20](C(OCC)=O)[CH:19]=[C:18]([C:27]3[CH:32]=[CH:31][C:30]([C:33](F)([F:35])F)=[CH:29][CH:28]=3)[N:17]=2)[CH:6]=[CH:7][C:8]=1[N:9]1[CH:13]=[C:12]([CH3:14])[N:11]=[CH:10]1.C[Mg]Cl.[C:40](=O)([O-])[O-].[Na+].[Na+].[O:46]1[CH2:50][CH2:49]CC1. (8) Given the product [C:1]([O:5][C:6]([N:8]1[CH2:13][C@H:12]([CH2:14][N:15]2[CH2:20][CH2:19][O:18][CH2:17][C@H:16]2[CH3:21])[N:11]([CH2:22][C:23]([N:41]2[C:35]3[C:36](=[N:37][CH:38]=[C:33]([CH2:32][C:31]4[CH:44]=[CH:45][C:28]([F:27])=[CH:29][CH:30]=4)[CH:34]=3)[C:39]([CH3:43])([CH3:42])[CH2:40]2)=[O:25])[CH2:10][C@H:9]1[CH3:26])=[O:7])([CH3:3])([CH3:4])[CH3:2], predict the reactants needed to synthesize it. The reactants are: [C:1]([O:5][C:6]([N:8]1[CH2:13][C@H:12]([CH2:14][N:15]2[CH2:20][CH2:19][O:18][CH2:17][C@H:16]2[CH3:21])[N:11]([CH2:22][C:23]([OH:25])=O)[CH2:10][C@H:9]1[CH3:26])=[O:7])([CH3:4])([CH3:3])[CH3:2].[F:27][C:28]1[CH:45]=[CH:44][C:31]([CH2:32][C:33]2[CH:34]=[C:35]3[NH:41][CH2:40][C:39]([CH3:43])([CH3:42])[C:36]3=[N:37][CH:38]=2)=[CH:30][CH:29]=1.F[P-](F)(F)(F)(F)F.N1(OC(N(C)C)=[N+](C)C)C2N=CC=CC=2N=N1.C(N(CC)C(C)C)(C)C.C(=O)([O-])O.[Na+].